The task is: Predict the reactants needed to synthesize the given product.. This data is from Full USPTO retrosynthesis dataset with 1.9M reactions from patents (1976-2016). (1) Given the product [C:30]([O:34][C:35]([N:37]1[CH2:42][CH2:41][CH:40]([O:10][C:8]2[CH:7]=[CH:6][C:3]([CH:4]=[O:5])=[C:2]([OH:1])[CH:9]=2)[CH2:39][CH2:38]1)=[O:36])([CH3:33])([CH3:31])[CH3:32], predict the reactants needed to synthesize it. The reactants are: [OH:1][C:2]1[CH:9]=[C:8]([OH:10])[CH:7]=[CH:6][C:3]=1[CH:4]=[O:5].C1(P(C2C=CC=CC=2)C2C=CC=CC=2)C=CC=CC=1.[C:30]([O:34][C:35]([N:37]1[CH2:42][CH2:41][CH:40](O)[CH2:39][CH2:38]1)=[O:36])([CH3:33])([CH3:32])[CH3:31].N(C(OC(C)C)=O)=NC(OC(C)C)=O. (2) Given the product [CH:1]1([CH:4]([C:10]2[N:15]=[C:14]3[O:16][CH:17]([C:20]4[CH:25]=[CH:24][C:23]([C:26]5[CH:31]=[C:30]([O:32][CH3:33])[CH:29]=[CH:28][C:27]=5[F:34])=[CH:22][CH:21]=4)[CH2:18][CH2:19][C:13]3=[CH:12][CH:11]=2)[CH2:5][C:6]([OH:8])=[O:7])[CH2:3][CH2:2]1, predict the reactants needed to synthesize it. The reactants are: [CH:1]1([CH:4]([C:10]2[N:15]=[C:14]3[O:16][CH:17]([C:20]4[CH:25]=[CH:24][C:23]([C:26]5[CH:31]=[C:30]([O:32][CH3:33])[CH:29]=[CH:28][C:27]=5[F:34])=[CH:22][CH:21]=4)[CH2:18][CH2:19][C:13]3=[CH:12][CH:11]=2)[CH2:5][C:6]([O:8]C)=[O:7])[CH2:3][CH2:2]1.[Li+].[OH-].[NH4+].[Cl-].